This data is from Full USPTO retrosynthesis dataset with 1.9M reactions from patents (1976-2016). The task is: Predict the reactants needed to synthesize the given product. (1) Given the product [CH2:13]([C:11]1[CH:10]=[C:9]([CH:8]=[C:7]([C:6]2[N:2]([CH3:1])[N:3]=[N:4][N:5]=2)[CH:12]=1)[NH2:15])[CH3:14], predict the reactants needed to synthesize it. The reactants are: [CH3:1][N:2]1[C:6]([C:7]2[CH:12]=[C:11]([CH:13]=[CH2:14])[CH:10]=[C:9]([N+:15]([O-])=O)[CH:8]=2)=[N:5][N:4]=[N:3]1. (2) Given the product [Cl:1][C:2]1[CH:3]=[N:4][N:5]([C@H:13]([CH3:18])[C:14]([O:16][CH3:17])=[O:15])[CH:6]=1, predict the reactants needed to synthesize it. The reactants are: [Cl:1][C:2]1[CH:3]=[N:4][NH:5][CH:6]=1.FC(F)(F)S(O[C@@H:13]([CH3:18])[C:14]([O:16][CH3:17])=[O:15])(=O)=O.C(=O)([O-])[O-].[K+].[K+]. (3) Given the product [CH3:14][C:9]1[C:8]2[NH:7][C:2]3[C:3](=[CH:4][CH:5]=[CH:6][C:1]=3[CH3:15])[S:19][C:13]=2[CH:12]=[CH:11][CH:10]=1, predict the reactants needed to synthesize it. The reactants are: [C:1]1([CH3:15])[CH:6]=[CH:5][CH:4]=[CH:3][C:2]=1[NH:7][C:8]1[CH:13]=[CH:12][CH:11]=[CH:10][C:9]=1[CH3:14].[S].II.[SH2:19]. (4) Given the product [CH2:1]([N:5]1[C:9]([CH3:10])=[C:8]([C:11]([OH:17])([CH3:16])[C:12]([F:15])([F:14])[F:13])[S:7]/[C:6]/1=[CH:22]\[C:23]([C:25]1[CH:30]=[C:29]([Cl:31])[CH:28]=[CH:27][C:26]=1[O:32][CH3:33])=[O:24])[CH2:2][CH2:3][CH3:4], predict the reactants needed to synthesize it. The reactants are: [CH2:1]([N:5]1[C:9]([CH3:10])=[C:8]([C:11]([O:17][Si](C)(C)C)([CH3:16])[C:12]([F:15])([F:14])[F:13])[S:7]/[C:6]/1=[CH:22]\[C:23]([C:25]1[CH:30]=[C:29]([Cl:31])[CH:28]=[CH:27][C:26]=1[O:32][CH3:33])=[O:24])[CH2:2][CH2:3][CH3:4].CCCC[N+](CCCC)(CCCC)CCCC.[F-]. (5) Given the product [F:4][C:2]([C:5]1[O:9][C:8]([CH2:10][N:11]2[CH:15]=[C:14]([NH:16][C:30]([C:26]3[N:27]=[CH:28][O:29][C:25]=3[C:21]3[CH:22]=[CH:23][CH:24]=[C:19]([O:18][CH3:17])[CH:20]=3)=[O:31])[CH:13]=[N:12]2)=[CH:7][CH:6]=1)([F:1])[CH3:3], predict the reactants needed to synthesize it. The reactants are: [F:1][C:2]([C:5]1[O:9][C:8]([CH2:10][N:11]2[CH:15]=[C:14]([NH2:16])[CH:13]=[N:12]2)=[CH:7][CH:6]=1)([F:4])[CH3:3].[CH3:17][O:18][C:19]1[CH:20]=[C:21]([C:25]2[O:29][CH:28]=[N:27][C:26]=2[C:30](O)=[O:31])[CH:22]=[CH:23][CH:24]=1. (6) Given the product [OH:7][CH2:6][CH2:5][O:4][CH2:3][CH2:2][NH:1][CH2:19][CH:17]([OH:18])[CH2:16][O:15][CH2:14][CH2:13][CH2:12][Si:11]([CH3:20])([CH3:21])[O:10][Si:9]([CH3:28])([CH3:8])[CH2:22][CH2:23][Si:24]([CH3:27])([CH3:26])[CH3:25], predict the reactants needed to synthesize it. The reactants are: [NH2:1][CH2:2][CH2:3][O:4][CH2:5][CH2:6][OH:7].[CH3:8][Si:9]([CH3:28])([CH2:22][CH2:23][Si:24]([CH3:27])([CH3:26])[CH3:25])[O:10][Si:11]([CH3:21])([CH3:20])[CH2:12][CH2:13][CH2:14][O:15][CH2:16][CH:17]1[CH2:19][O:18]1.